From a dataset of Full USPTO retrosynthesis dataset with 1.9M reactions from patents (1976-2016). Predict the reactants needed to synthesize the given product. (1) Given the product [CH3:1][O:2][C:3]1[CH:8]=[CH:7][CH:6]=[CH:5][C:4]=1[N:9]1[CH2:14][CH2:13][N:12]([C:25]([C:24]2[CH:28]=[CH:29][CH:30]=[C:22]([C:19]3[N:18]=[C:17]([C:16]([F:31])([F:15])[F:32])[O:21][N:20]=3)[CH:23]=2)=[O:26])[CH2:11][CH2:10]1, predict the reactants needed to synthesize it. The reactants are: [CH3:1][O:2][C:3]1[CH:8]=[CH:7][CH:6]=[CH:5][C:4]=1[N:9]1[CH2:14][CH2:13][NH:12][CH2:11][CH2:10]1.[F:15][C:16]([F:32])([F:31])[C:17]1[O:21][N:20]=[C:19]([C:22]2[CH:23]=[C:24]([CH:28]=[CH:29][CH:30]=2)[C:25](O)=[O:26])[N:18]=1. (2) Given the product [C:18]1([CH2:42][O:3][C@@H:2]2[C@H:4]([OH:5])[C@@H:6]([CH2:7][OH:8])[O:9][C@H:1]2[N:10]2[CH:17]=[CH:16][C:14]([NH2:15])=[N:13][C:11]2=[O:12])[C:35]2[C:36]3[C:41]4[C:20](=[CH:21][CH:22]=[C:23]5[C:40]=4[C:39]4[C:26](=[CH:27][CH:28]=[C:29]6[C:38]=4[C:37]=3[C:32](=[CH:33][CH:34]=2)[CH:31]=[CH:30]6)[CH:25]=[CH:24]5)[CH:19]=1, predict the reactants needed to synthesize it. The reactants are: [C@@H:1]1([N:10]2[CH:17]=[CH:16][C:14]([NH2:15])=[N:13][C:11]2=[O:12])[O:9][C@H:6]([CH2:7][OH:8])[C@@H:4]([OH:5])[C@H:2]1[OH:3].[C:18]1([CH2:42]Cl)[C:35]2[C:36]3[C:41]4[C:20](=[CH:21][CH:22]=[C:23]5[C:40]=4[C:39]4[C:26](=[CH:27][CH:28]=[C:29]6[C:38]=4[C:37]=3[C:32](=[CH:33][CH:34]=2)[CH:31]=[CH:30]6)[CH:25]=[CH:24]5)[CH:19]=1.[H-].[Na+].